Dataset: Reaction yield outcomes from USPTO patents with 853,638 reactions. Task: Predict the reaction yield, written as a fraction of the theoretical maximum amount of product (1.0 means a 100% yield; for example, 0.34 means a 34% yield). (1) The reactants are Br[C:2]1[C:6](=[O:7])[C:5]([CH3:9])([CH3:8])[O:4][C:3]=1[C:10]1[CH:17]=[CH:16][C:13]([C:14]#[N:15])=[CH:12][CH:11]=1.[CH2:18]([O:25][C:26]1[CH:31]=[CH:30][C:29](B2OC(C)(C)C(C)(C)O2)=[CH:28][CH:27]=1)[C:19]1[CH:24]=[CH:23][CH:22]=[CH:21][CH:20]=1.C([O-])([O-])=O.[Cs+].[Cs+]. The catalyst is C1(C)C=CC=CC=1.O.C1C=CC(P(C2C=CC=CC=2)[C-]2C=CC=C2)=CC=1.C1C=CC(P(C2C=CC=CC=2)[C-]2C=CC=C2)=CC=1.Cl[Pd]Cl.[Fe+2]. The product is [CH2:18]([O:25][C:26]1[CH:31]=[CH:30][C:29]([C:2]2[C:6](=[O:7])[C:5]([CH3:9])([CH3:8])[O:4][C:3]=2[C:10]2[CH:17]=[CH:16][C:13]([C:14]#[N:15])=[CH:12][CH:11]=2)=[CH:28][CH:27]=1)[C:19]1[CH:24]=[CH:23][CH:22]=[CH:21][CH:20]=1. The yield is 0.743. (2) The reactants are [Br:1][C:2]1[CH:3]=[C:4]([N:8]2[CH2:13][CH2:12][CH:11]([C:14]([OH:16])=O)[CH2:10][CH2:9]2)[CH:5]=[CH:6][CH:7]=1.S(Cl)(Cl)=O.Cl.[CH3:22][NH:23][CH3:24].C(N(CC)CC)C. The catalyst is O1CCOCC1.O.ClCCl. The product is [Br:1][C:2]1[CH:3]=[C:4]([N:8]2[CH2:13][CH2:12][CH:11]([C:14]([N:23]([CH3:24])[CH3:22])=[O:16])[CH2:10][CH2:9]2)[CH:5]=[CH:6][CH:7]=1. The yield is 1.00.